From a dataset of Full USPTO retrosynthesis dataset with 1.9M reactions from patents (1976-2016). Predict the reactants needed to synthesize the given product. Given the product [F:33][C:30]1[CH:31]=[CH:32][C:27]([CH2:26][CH2:25][CH2:24][S:7][C:8]2[C:9]([C:10]([NH:12][CH2:13][C:14]3[S:15][CH:16]=[CH:17][CH:18]=3)=[O:11])=[CH:19][CH:20]=[CH:21][N:22]=2)=[CH:28][CH:29]=1, predict the reactants needed to synthesize it. The reactants are: C([O-])([O-])=O.[K+].[K+].[SH:7][C:8]1[N:22]=[CH:21][CH:20]=[CH:19][C:9]=1[C:10]([NH:12][CH2:13][C:14]1[S:15][CH:16]=[CH:17][CH:18]=1)=[O:11].Br[CH2:24][CH2:25][CH2:26][C:27]1[CH:32]=[CH:31][C:30]([F:33])=[CH:29][CH:28]=1.